Dataset: Full USPTO retrosynthesis dataset with 1.9M reactions from patents (1976-2016). Task: Predict the reactants needed to synthesize the given product. (1) Given the product [S:3]1[CH:17]=[CH:16][N:2]=[C:1]1[C:4]1[CH:5]=[C:6]([CH:11]=[CH:12][CH:13]=1)[C:7]([O:9][CH3:10])=[O:8], predict the reactants needed to synthesize it. The reactants are: [C:1]([C:4]1[CH:5]=[C:6]([CH:11]=[CH:12][CH:13]=1)[C:7]([O:9][CH3:10])=[O:8])(=[S:3])[NH2:2].CO[CH:16](OC)[CH2:17]Cl.CC1C=CC(S(O)(=O)=O)=CC=1. (2) Given the product [CH3:1][O:2][C:3]1[CH:8]=[CH:7][C:6]([CH2:9][N:10]2[C:18]3[C:17](=[O:19])[N:16]([C:20]4[CH:25]=[CH:24][CH:23]=[CH:22][C:21]=4[O:26][CH2:27][C:28]4[CH:29]=[CH:30][CH:31]=[CH:32][CH:33]=4)[C:15](=[O:34])[N:14]([CH2:36][CH2:37][CH2:38][CH2:39][CH3:40])[C:13]=3[N:12]=[CH:11]2)=[CH:5][CH:4]=1, predict the reactants needed to synthesize it. The reactants are: [CH3:1][O:2][C:3]1[CH:8]=[CH:7][C:6]([CH2:9][N:10]2[C:18]3[C:17](=[O:19])[N:16]([C:20]4[CH:25]=[CH:24][CH:23]=[CH:22][C:21]=4[O:26][CH2:27][C:28]4[CH:33]=[CH:32][CH:31]=[CH:30][CH:29]=4)[C:15](=[O:34])[NH:14][C:13]=3[N:12]=[CH:11]2)=[CH:5][CH:4]=1.I[CH2:36][CH2:37][CH2:38][CH2:39][CH3:40].C([O-])([O-])=O.[Na+].[Na+]. (3) Given the product [OH:1][C:2]1[C:3]([C:24]([NH:26][CH2:27][C:28]([OH:30])=[O:29])=[O:25])=[C:4]2[C:9](=[CH:10][C:11]=1[C:12]1[CH:17]=[CH:16][CH:15]=[CH:14][N:13]=1)[N:8]=[C:7]([C:18]1[CH:23]=[CH:22][CH:21]=[CH:20][CH:19]=1)[CH:6]=[N:5]2, predict the reactants needed to synthesize it. The reactants are: [OH:1][C:2]1[C:3]([C:24]([NH:26][CH2:27][C:28]([O:30]CC)=[O:29])=[O:25])=[C:4]2[C:9](=[CH:10][C:11]=1[C:12]1[CH:17]=[CH:16][CH:15]=[CH:14][N:13]=1)[N:8]=[C:7]([C:18]1[CH:23]=[CH:22][CH:21]=[CH:20][CH:19]=1)[CH:6]=[N:5]2.[OH-].[Na+]. (4) Given the product [F:1][C:2]([F:29])([F:28])[C:3]1[CH:4]=[C:5]([CH:25]=[CH:26][CH:27]=1)[CH2:6][O:7][N:8]=[C:9]1[CH2:14][CH2:13][N:12]([S:15]([C:18]2[CH:19]=[N:20][C:21]([C:30]3[CH:35]=[CH:34][CH:33]=[CH:32][CH:31]=3)=[CH:22][CH:23]=2)(=[O:17])=[O:16])[CH2:11][CH2:10]1, predict the reactants needed to synthesize it. The reactants are: [F:1][C:2]([F:29])([F:28])[C:3]1[CH:4]=[C:5]([CH:25]=[CH:26][CH:27]=1)[CH2:6][O:7][N:8]=[C:9]1[CH2:14][CH2:13][N:12]([S:15]([C:18]2[CH:19]=[N:20][C:21](Cl)=[CH:22][CH:23]=2)(=[O:17])=[O:16])[CH2:11][CH2:10]1.[C:30]1(B(O)O)[CH:35]=[CH:34][CH:33]=[CH:32][CH:31]=1.C(=O)([O-])[O-].[Na+].[Na+].O. (5) The reactants are: I[C:2]1[CH:7]=[CH:6][CH:5]=[C:4]([C:8]([F:11])([F:10])[F:9])[CH:3]=1.[NH:12]1[C:20]2[C:15](=[C:16]([CH2:21][N:22]3[CH2:27][CH2:26][CH:25]([C:28]4[CH:29]=[C:30]([NH:34][C:35](=[O:39])[CH:36]([CH3:38])[CH3:37])[CH:31]=[CH:32][CH:33]=4)[CH2:24][CH2:23]3)[CH:17]=[CH:18][CH:19]=2)[CH:14]=[CH:13]1. Given the product [CH3:37][CH:36]([CH3:38])[C:35]([NH:34][C:30]1[CH:31]=[CH:32][CH:33]=[C:28]([CH:25]2[CH2:26][CH2:27][N:22]([CH2:21][C:16]3[CH:17]=[CH:18][CH:19]=[C:20]4[C:15]=3[CH:14]=[CH:13][N:12]4[C:2]3[CH:7]=[CH:6][CH:5]=[C:4]([C:8]([F:11])([F:10])[F:9])[CH:3]=3)[CH2:23][CH2:24]2)[CH:29]=1)=[O:39], predict the reactants needed to synthesize it. (6) The reactants are: Cl.N[CH:3]1[CH2:12][CH2:11][C:10]2[CH:9]=[C:8]([C:13]([OH:15])=[O:14])[CH:7]=[CH:6][C:5]=2[CH2:4]1.[CH3:16][C:17]([O:20][C:21](O[C:21]([O:20][C:17]([CH3:19])([CH3:18])[CH3:16])=[O:22])=[O:22])([CH3:19])[CH3:18].[OH-].[Na+]. Given the product [C:17]([O:20][C:21]([CH:3]1[CH2:12][CH2:11][C:10]2[CH:9]=[C:8]([C:13]([OH:15])=[O:14])[CH:7]=[CH:6][C:5]=2[CH2:4]1)=[O:22])([CH3:19])([CH3:18])[CH3:16], predict the reactants needed to synthesize it. (7) Given the product [C:11](=[N:5][CH2:4][C:3]1[CH:6]=[CH:7][CH:8]=[C:9]([Cl:10])[C:2]=1[Cl:1])([C:12]1[CH:17]=[CH:16][CH:15]=[CH:14][CH:13]=1)[C:18]1[CH:23]=[CH:22][CH:21]=[CH:20][CH:19]=1, predict the reactants needed to synthesize it. The reactants are: [Cl:1][C:2]1[C:9]([Cl:10])=[CH:8][CH:7]=[CH:6][C:3]=1[CH2:4][NH2:5].[C:11](=N)([C:18]1[CH:23]=[CH:22][CH:21]=[CH:20][CH:19]=1)[C:12]1[CH:17]=[CH:16][CH:15]=[CH:14][CH:13]=1.